From a dataset of Catalyst prediction with 721,799 reactions and 888 catalyst types from USPTO. Predict which catalyst facilitates the given reaction. Reactant: [OH-].[Li+].[CH:3]1([C@H:9]([NH:14][C:15]([C:17]2[CH:22]=[CH:21][C:20]([C:23]3[CH:28]=[CH:27][CH:26]=[CH:25][CH:24]=3)=[CH:19][C:18]=2[NH:29][C:30]([NH:32][C:33]2[C:38]([CH3:39])=[CH:37][CH:36]=[CH:35][C:34]=2[CH3:40])=[O:31])=[O:16])[C:10]([O:12]C)=[O:11])[CH2:8][CH2:7][CH2:6][CH2:5][CH2:4]1.CO.Cl. Product: [CH:3]1([C@H:9]([NH:14][C:15]([C:17]2[CH:22]=[CH:21][C:20]([C:23]3[CH:24]=[CH:25][CH:26]=[CH:27][CH:28]=3)=[CH:19][C:18]=2[NH:29][C:30]([NH:32][C:33]2[C:38]([CH3:39])=[CH:37][CH:36]=[CH:35][C:34]=2[CH3:40])=[O:31])=[O:16])[C:10]([OH:12])=[O:11])[CH2:4][CH2:5][CH2:6][CH2:7][CH2:8]1. The catalyst class is: 20.